Predict the reactants needed to synthesize the given product. From a dataset of Full USPTO retrosynthesis dataset with 1.9M reactions from patents (1976-2016). Given the product [CH2:1]([N:8]1[C:12]2[CH:13]=[C:14]([NH:23][CH3:24])[CH:15]=[C:16]([C:17]3[CH:18]=[CH:19][CH:20]=[CH:21][CH:22]=3)[C:11]=2[N:10]=[CH:9]1)[C:2]1[CH:3]=[CH:4][CH:5]=[CH:6][CH:7]=1, predict the reactants needed to synthesize it. The reactants are: [CH2:1]([N:8]1[C:12]2[CH:13]=[C:14]([NH2:23])[CH:15]=[C:16]([C:17]3[CH:22]=[CH:21][CH:20]=[CH:19][CH:18]=3)[C:11]=2[N:10]=[CH:9]1)[C:2]1[CH:7]=[CH:6][CH:5]=[CH:4][CH:3]=1.[CH:24](O)=O.